This data is from Hepatocyte clearance measurements from AstraZeneca. The task is: Regression/Classification. Given a drug SMILES string, predict its absorption, distribution, metabolism, or excretion properties. Task type varies by dataset: regression for continuous measurements (e.g., permeability, clearance, half-life) or binary classification for categorical outcomes (e.g., BBB penetration, CYP inhibition). For this dataset (clearance_hepatocyte_az), we predict log10(clearance) (log10 of the in vitro intrinsic clearance, CLint, in uL/min per 10^6 hepatocytes; values are censored to the assay range of 3 to 150, which is 0.477 to 2.18 on this log10 scale). (1) The compound is COc1ccc(N(C(=O)c2occc2CO)C(C(=O)NC[C@@H](C)O)c2ccccc2F)c(OC)c1. The log10(clearance) is 0.900. (2) The molecule is Cc1ccc(S(=O)(=O)Nc2c(C(=O)NCC(C)(C)C)c(C)nn2-c2ccccc2)cc1. The log10(clearance) is 1.26. (3) The molecule is C[C@]12CC[C@H]3[C@@H](C=CC4=CC(=O)CC[C@@]43C)[C@@H]1CC[C@@]21CCC(=O)O1. The log10(clearance) is 0.820. (4) The drug is CC1=C(C)C(=O)C(C(CCCCCC(=O)O)c2ccccc2)=C(C)C1=O. The log10(clearance) is 1.93.